From a dataset of KCNQ2 potassium channel screen with 302,405 compounds. Binary Classification. Given a drug SMILES string, predict its activity (active/inactive) in a high-throughput screening assay against a specified biological target. The compound is s1c(C=2NN=C(N=c3c2cc(C(C)C)cc3)c2ccncc2)ccc1. The result is 0 (inactive).